Dataset: Experimentally validated miRNA-target interactions with 360,000+ pairs, plus equal number of negative samples. Task: Binary Classification. Given a miRNA mature sequence and a target amino acid sequence, predict their likelihood of interaction. (1) The miRNA is hsa-miR-4498 with sequence UGGGCUGGCAGGGCAAGUGCUG. The protein sequence of the target gene is MRSLLLLSAFCLLEAALAAEVKKPAAAAAPGTAEKLSPKAATLAERSAGLAFSLYQAMAKDQAVENILVSPVVVASSLGLVSLGGKATTASQAKAVLSAEQLRDEEVHAGLGELLRSLSNSTARNVTWKLGSRLYGPSSVSFADDFVRSSKQHYNCEHSKINFRDKRSALQSINEWAAQTTDGKLPEVTKDVERTDGALLVNAMFFKPHWDEKFHHKMVDNRGFMVTRSYTVGVMMMHRTGLYNYYDDEKEKLQIVEMPLAHKLSSLIILMPHHVEPLERLEKLLTKEQLKIWMGKMQKK.... Result: 1 (interaction). (2) The miRNA is mmu-miR-154-5p with sequence UAGGUUAUCCGUGUUGCCUUCG. The protein sequence of the target gene is MPLLTQYNEEEYEQYCLVASLDNVRNLSTVLKAIHFREHATCFATKNGIKVTVENAKCVQANAFIQADVFQEFVIQEESVTFRINLTILLDCLSIFGSSPTPGTLTALRMCYQGYGHPLMLFLEEGGVVTVCKITTQEPEETLDFDFCSTNVMNKIILQSEGLREAFSELDMTGDVLQITVSPDKPYFRLSTFGNAGNSHLDYPKDSDLVEAFHCDKTQVNRYKLSLLKPSTKALALSCKVSIRTDNRGFLSLQYMIRNEDGQICFVEYYCCPDEEVPES. Result: 0 (no interaction). (3) The miRNA is hsa-miR-3925-5p with sequence AAGAGAACUGAAAGUGGAGCCU. The protein sequence of the target gene is MKDSEGPQRPPLCFLSTLLSQKVPEKSDAVLRCIISGQPKPEVTWYKNGQAIDGSGIISNYEFFENQYIHVLHLSCCTKNDAAVYQISAKNSFGMICCSASVEVECSSENPQLSPNLEDDRDRGWKHETGTHEEERANQIDEKEHPYKEEESISPGTPRSADSSPSKSNHSLSLQSLGNLDISVSSSENPLGVKGTRHTGEAYDPSNTEEIANGLLFLNSSHIYEKQDRCCHKTVHSMASKFTDGDLNNDGPHDEGLRSSQQNPKVQKYISFSLPLSEATAHIYPGDSAVANKQPSPQLS.... Result: 0 (no interaction).